From a dataset of Full USPTO retrosynthesis dataset with 1.9M reactions from patents (1976-2016). Predict the reactants needed to synthesize the given product. (1) Given the product [C:2]1([CH3:37])[CH:3]=[CH:4][CH:5]=[CH:6][C:1]=1[NH:7][C:8]([C:10]1[C:19]2[C:14](=[CH:15][CH:16]=[CH:17][CH:18]=2)[C:13]([S:20](=[O:29])(=[O:28])[NH:21][CH:22]2[CH2:23][CH2:24][N:25]([C:30](=[O:34])[CH2:31][CH2:32][CH3:33])[CH2:26][CH2:27]2)=[CH:12][CH:11]=1)=[O:9], predict the reactants needed to synthesize it. The reactants are: [CH:1]1([NH:7][C:8]([C:10]2[C:19]3[C:14](=[CH:15][CH:16]=[CH:17][CH:18]=3)[C:13]([S:20](=[O:29])(=[O:28])[NH:21][CH:22]3[CH2:27][CH2:26][NH:25][CH2:24][CH2:23]3)=[CH:12][CH:11]=2)=[O:9])[CH2:6][CH2:5][CH2:4][CH2:3][CH2:2]1.[C:30](Cl)(=[O:34])[CH2:31][CH2:32][CH3:33].Cl[C:37](OCC)=O. (2) The reactants are: [N+:1]([C:4]1[CH:9]=[CH:8][C:7]([NH:10][CH:11]2[CH2:16][CH2:15][N:14]([C:17](=O)[CH2:18][CH2:19][N:20]3[CH2:25][CH2:24][CH:23]([O:26][CH2:27][C:28]4[CH:33]=[CH:32][C:31]([C:34]([F:37])([F:36])[F:35])=[CH:30][CH:29]=4)[CH2:22][CH2:21]3)[CH2:13][CH2:12]2)=[CH:6][C:5]=1[C:39]([F:42])([F:41])[F:40])([O-:3])=[O:2].COC1C=CC(P2(SP(C3C=CC(OC)=CC=3)(=S)S2)=[S:52])=CC=1. Given the product [N+:1]([C:4]1[CH:9]=[CH:8][C:7]([NH:10][CH:11]2[CH2:16][CH2:15][N:14]([C:17](=[S:52])[CH2:18][CH2:19][N:20]3[CH2:25][CH2:24][CH:23]([O:26][CH2:27][C:28]4[CH:33]=[CH:32][C:31]([C:34]([F:37])([F:36])[F:35])=[CH:30][CH:29]=4)[CH2:22][CH2:21]3)[CH2:13][CH2:12]2)=[CH:6][C:5]=1[C:39]([F:42])([F:41])[F:40])([O-:3])=[O:2], predict the reactants needed to synthesize it. (3) Given the product [Cl:1][C:2]1[CH:3]=[C:4]([C:10]2[C:11]([CH3:33])=[N:12][N:13]([CH2:16][C:17]3[CH:22]=[CH:21][C:20]([S:23]([OH:26])(=[O:24])=[O:25])=[CH:19][CH:18]=3)[C:14]=2[CH3:15])[CH:5]=[CH:6][C:7]=1[C:8]#[N:9], predict the reactants needed to synthesize it. The reactants are: [Cl:1][C:2]1[CH:3]=[C:4]([C:10]2[C:11]([CH3:33])=[N:12][N:13]([CH2:16][C:17]3[CH:22]=[CH:21][C:20]([S:23]([O:26]C4C=CC=CC=4)(=[O:25])=[O:24])=[CH:19][CH:18]=3)[C:14]=2[CH3:15])[CH:5]=[CH:6][C:7]=1[C:8]#[N:9].[OH-].[Na+]. (4) Given the product [CH3:20][N:17]1[C:15]2[N:16]=[C:11]([N:32]3[CH2:33][CH2:34][N:29]([CH2:28][C:27]4[N:23]([CH3:22])[N:24]=[CH:25][CH:26]=4)[CH2:30][CH2:31]3)[NH:12][C:13](=[O:21])[C:14]=2[CH:19]=[N:18]1, predict the reactants needed to synthesize it. The reactants are: CCN(C(C)C)C(C)C.Cl[C:11]1[NH:12][C:13](=[O:21])[C:14]2[CH:19]=[N:18][N:17]([CH3:20])[C:15]=2[N:16]=1.[CH3:22][N:23]1[C:27]([CH2:28][N:29]2[CH2:34][CH2:33][NH:32][CH2:31][CH2:30]2)=[CH:26][CH:25]=[N:24]1. (5) Given the product [Cl:1][C:2]1[C:3](=[O:11])[N:4]([CH3:9])[C:5](=[O:8])[C:6]=1[N:13]([CH3:14])[CH3:12], predict the reactants needed to synthesize it. The reactants are: [Cl:1][C:2]1[C:3](=[O:11])[N:4]([CH2:9]C)[C:5](=[O:8])[C:6]=1Cl.[CH3:12][NH:13][CH3:14]. (6) Given the product [N+:26]([C:23]1[CH:24]=[CH:25][C:20]([CH2:19][CH2:18][N:15]2[C:16]3[N:17]=[C:7]([CH2:6][C:2]4[S:1][CH:5]=[CH:4][CH:3]=4)[NH:10][C:11]=3[C:12](=[O:33])[N:13]([CH2:30][CH2:31][CH3:32])[C:14]2=[O:29])=[CH:21][CH:22]=1)([O-:28])=[O:27], predict the reactants needed to synthesize it. The reactants are: [S:1]1[CH:5]=[CH:4][CH:3]=[C:2]1[CH2:6][C:7](O)=O.[NH2:10][C:11]1[C:12](=[O:33])[N:13]([CH2:30][CH2:31][CH3:32])[C:14](=[O:29])[N:15]([CH2:18][CH2:19][C:20]2[CH:25]=[CH:24][C:23]([N+:26]([O-:28])=[O:27])=[CH:22][CH:21]=2)[C:16]=1[NH2:17]. (7) Given the product [C:1]([O:5][C:6]([N:8]1[CH2:13][CH2:12][N:11]([C:14]2[N:15]=[N:16][C:17]([C:21]([F:24])([F:23])[F:22])=[C:18]([C:26]3[CH:27]=[CH:28][CH:29]=[CH:30][C:25]=3[CH3:34])[CH:19]=2)[CH2:10][CH2:9]1)=[O:7])([CH3:4])([CH3:3])[CH3:2], predict the reactants needed to synthesize it. The reactants are: [C:1]([O:5][C:6]([N:8]1[CH2:13][CH2:12][N:11]([C:14]2[N:15]=[N:16][C:17]([C:21]([F:24])([F:23])[F:22])=[C:18](I)[CH:19]=2)[CH2:10][CH2:9]1)=[O:7])([CH3:4])([CH3:3])[CH3:2].[C:25]1([CH3:34])[CH:30]=[CH:29][CH:28]=[CH:27][C:26]=1B(O)O.ClCCl.P([O-])([O-])([O-])=O.[K+].[K+].[K+].